This data is from Peptide-MHC class I binding affinity with 185,985 pairs from IEDB/IMGT. The task is: Regression. Given a peptide amino acid sequence and an MHC pseudo amino acid sequence, predict their binding affinity value. This is MHC class I binding data. (1) The peptide sequence is LLAMTFWPA. The MHC is HLA-B39:01 with pseudo-sequence HLA-B39:01. The binding affinity (normalized) is 0.0847. (2) The peptide sequence is DTLKVCIGY. The MHC is HLA-B08:02 with pseudo-sequence HLA-B08:02. The binding affinity (normalized) is 0.0847. (3) The peptide sequence is TVPSERGL. The MHC is HLA-A02:03 with pseudo-sequence HLA-A02:03. The binding affinity (normalized) is 0. (4) The peptide sequence is FLFDRLTNG. The MHC is HLA-B46:01 with pseudo-sequence HLA-B46:01. The binding affinity (normalized) is 0.0847. (5) The peptide sequence is YEFRRVKSY. The MHC is HLA-A02:02 with pseudo-sequence HLA-A02:02. The binding affinity (normalized) is 0.